This data is from Reaction yield outcomes from USPTO patents with 853,638 reactions. The task is: Predict the reaction yield, written as a fraction of the theoretical maximum amount of product (1.0 means a 100% yield; for example, 0.34 means a 34% yield). (1) The reactants are C([NH:9][C:10](=[O:27])[NH:11][C:12]1[S:16][C:15]([C:17]([O:19][C:20]([CH3:23])([CH3:22])[CH3:21])=[O:18])=[C:14]([CH3:24])[C:13]=1[C:25]#[N:26])(=O)C1C=CC=CC=1.[OH-].[Na+]. The catalyst is CCO. The product is [NH2:26][C:25]1[C:13]2[C:14]([CH3:24])=[C:15]([C:17]([O:19][C:20]([CH3:23])([CH3:22])[CH3:21])=[O:18])[S:16][C:12]=2[NH:11][C:10](=[O:27])[N:9]=1. The yield is 0.630. (2) The reactants are [Si]([O:8][CH:9]([C:22]1[O:23][C:24]([C:27]2[S:31][C:30]([C:32]([O:34][CH3:35])=[O:33])=[CH:29][CH:28]=2)=[CH:25][N:26]=1)[CH2:10][CH2:11][CH2:12][CH2:13][CH2:14][CH2:15][C:16]1[CH:21]=[CH:20][CH:19]=[CH:18][CH:17]=1)(C(C)(C)C)(C)C.[Si](OC(C1OC([Sn](CCCC)(CCCC)CCCC)=CN=1)CCCCCCC1C=CC=CC=1)(C(C)(C)C)(C)C.BrC1SC(C(OC)=O)=CC=1. No catalyst specified. The product is [C:16]1([CH2:15][CH2:14][CH2:13][CH2:12][CH2:11][CH2:10][C:9]([C:22]2[O:23][C:24]([C:27]3[S:31][C:30]([C:32]([O:34][CH3:35])=[O:33])=[CH:29][CH:28]=3)=[CH:25][N:26]=2)=[O:8])[CH:17]=[CH:18][CH:19]=[CH:20][CH:21]=1. The yield is 0.940. (3) The reactants are [CH3:1]C([O-])(C)C.[K+].[CH2:7]([CH:9]1[CH2:13][C:12](=O)[CH2:11][CH:10]1[C:15]([O:17][CH2:18][CH3:19])=[O:16])[CH3:8]. The catalyst is [Br-].C[P+](C1C=CC=CC=1)(C1C=CC=CC=1)C1C=CC=CC=1.C1COCC1. The product is [CH2:7]([CH:9]1[CH2:13][C:12](=[CH2:1])[CH2:11][CH:10]1[C:15]([O:17][CH2:18][CH3:19])=[O:16])[CH3:8]. The yield is 0.640. (4) The reactants are [NH2:1][C:2]1[C:3]([F:23])=[C:4]([CH:17]=[CH:18][C:19]=1[N+:20]([O-:22])=[O:21])[O:5][C@@H:6]1[CH2:11][CH2:10][C@H:9]([C:12]([O:14][CH2:15][CH3:16])=[O:13])[CH2:8][CH2:7]1.N1C=CC=CC=1.Cl[C:31](=[O:36])[C:32]([O:34][CH3:35])=[O:33]. The catalyst is C(Cl)Cl. The product is [F:23][C:3]1[C:2]([NH:1][C:31]([C:32]([O:34][CH3:35])=[O:33])=[O:36])=[C:19]([N+:20]([O-:22])=[O:21])[CH:18]=[CH:17][C:4]=1[O:5][C@@H:6]1[CH2:11][CH2:10][C@H:9]([C:12]([O:14][CH2:15][CH3:16])=[O:13])[CH2:8][CH2:7]1. The yield is 1.00. (5) The reactants are [NH2:1][C:2]([C:4]1[C:5]([F:18])=[C:6]([CH:14]=[CH:15][C:16]=1[F:17])[O:7][CH2:8][CH:9]=[CH:10][C:11]([OH:13])=[O:12])=[O:3].C([O-])([O-])=O.[K+].[K+].[CH2:25](Br)[CH2:26][CH2:27][CH3:28]. The catalyst is CN(C=O)C.O. The product is [NH2:1][C:2]([C:4]1[C:5]([F:18])=[C:6]([CH:14]=[CH:15][C:16]=1[F:17])[O:7][CH2:8][CH:9]=[CH:10][C:11]([O:13][CH2:25][CH2:26][CH2:27][CH3:28])=[O:12])=[O:3]. The yield is 0.570. (6) The reactants are [CH:1]1([O:5][C:6]2[C:15](B3OC(C)(C)C(C)(C)O3)=[CH:14][CH:13]=[C:12]3[C:7]=2[CH2:8][CH2:9][C@H:10]([CH3:29])[N:11]3[C:25]([O:27][CH3:28])=[O:26])[CH2:4][CH2:3][CH2:2]1.Br[C:31]1[N:32]=[C:33]([C:36]2([OH:49])[CH2:41][CH2:40][N:39]([C:42]([O:44][C:45]([CH3:48])([CH3:47])[CH3:46])=[O:43])[CH2:38][CH2:37]2)[S:34][CH:35]=1.C(=O)([O-])[O-].[Cs+].[Cs+]. The catalyst is CC(C1C=C(C(C)C)C(C2C=CC=C(P(C3CCCCC3)C3CCCCC3)C=2)=C(C(C)C)C=1)C.C1C=[C-]C(C2C(N)=CC=CC=2)=CC=1.Cl[Pd+].O1CCOCC1.O. The product is [C:45]([O:44][C:42]([N:39]1[CH2:38][CH2:37][C:36]([C:33]2[S:34][CH:35]=[C:31]([C:15]3[C:6]([O:5][CH:1]4[CH2:2][CH2:3][CH2:4]4)=[C:7]4[C:12](=[CH:13][CH:14]=3)[N:11]([C:25]([O:27][CH3:28])=[O:26])[C@@H:10]([CH3:29])[CH2:9][CH2:8]4)[N:32]=2)([OH:49])[CH2:41][CH2:40]1)=[O:43])([CH3:48])([CH3:46])[CH3:47]. The yield is 0.930. (7) The reactants are [C:1]([O:5][C:6]([NH:8][C:9]1[CH:17]=[CH:16][CH:15]=[CH:14][C:10]=1[C:11]([OH:13])=O)=[O:7])([CH3:4])([CH3:3])[CH3:2].[CH2:18]([NH2:21])[CH2:19][CH3:20].O1CCCC1.Cl.CN(C)CCCN=C=NCC.ON1C2C=CC=CC=2N=N1.C(=O)(O)[O-].[Na+]. No catalyst specified. The product is [C:1]([O:5][C:6](=[O:7])[NH:8][C:9]1[CH:17]=[CH:16][CH:15]=[CH:14][C:10]=1[C:11](=[O:13])[NH:21][CH2:18][CH2:19][CH3:20])([CH3:2])([CH3:3])[CH3:4]. The yield is 0.490. (8) The reactants are [C:1]1(B(O)O)[CH:6]=[CH:5][CH:4]=[CH:3][CH:2]=1.Br[C:11]1[CH:24]=[CH:23][C:22]2[C:13](=[CH:14][C:15]3[C:20]([CH:21]=2)=[CH:19][C:18](Br)=[CH:17][CH:16]=3)[CH:12]=1.C(=O)([O-])[O-].[Na+].[Na+]. The catalyst is [Pd].C1(P(C2C=CC=CC=2)C2C=CC=CC=2)C=CC=CC=1.C1(P(C2C=CC=CC=2)C2C=CC=CC=2)C=CC=CC=1.C1(P(C2C=CC=CC=2)C2C=CC=CC=2)C=CC=CC=1.C1(P(C2C=CC=CC=2)C2C=CC=CC=2)C=CC=CC=1.C1(C)C=CC=CC=1. The product is [C:1]1([C:18]2[CH:17]=[CH:16][C:15]3[C:20](=[CH:21][C:22]4[C:13]([CH:14]=3)=[CH:12][CH:11]=[CH:24][CH:23]=4)[CH:19]=2)[CH:6]=[CH:5][CH:4]=[CH:3][CH:2]=1. The yield is 0.750.